From a dataset of Cav3 T-type calcium channel HTS with 100,875 compounds. Binary Classification. Given a drug SMILES string, predict its activity (active/inactive) in a high-throughput screening assay against a specified biological target. (1) The drug is s1c(c(c2c(=O)n3CCCCc3nc12)C)C(=O)N1CCN(CC1)c1ncccn1. The result is 0 (inactive). (2) The drug is OCCCc1cc(O)c(O)cc1. The result is 0 (inactive). (3) The drug is O(c1ccc(NC(=O)CCC)cc1)CC(OC)=O. The result is 0 (inactive). (4) The molecule is S(c1nc2[nH]c3c(c2nn1)cccc3C)C. The result is 0 (inactive). (5) The molecule is O=C1C2(CN3C4(N(CC1(C3)C)C2)c1c(N(C4=O)C)ccc(c1)C)C. The result is 0 (inactive). (6) The drug is S(=O)(=O)(N1CCN(CC1)CC(=O)Nc1c(F)cccc1)c1ccc(F)cc1. The result is 0 (inactive). (7) The molecule is Brc1ccc(C2C(C(OC(=C2)C(=O)NC2CC2)OCC)CCCO)cc1. The result is 0 (inactive).